Dataset: Forward reaction prediction with 1.9M reactions from USPTO patents (1976-2016). Task: Predict the product of the given reaction. (1) Given the reactants [CH3:1][N:2]1[C@@H:11]2[CH2:12][C:13]3[CH:18]=[CH:17][C:16]([O:19][CH3:20])=[C:15]4[O:21][C@H:6]5[C@@H:7]([OH:23])[CH2:8][CH2:9][C@:10]2([OH:22])[C@:5]5([C:14]=34)[CH2:4][CH2:3]1.[Cr](Cl)([O-])(=O)=O.[NH+]1C=CC=CC=1.C(=O)(O)[O-].[Na+], predict the reaction product. The product is: [CH3:1][N:2]1[C@@H:11]2[CH2:12][C:13]3[CH:18]=[CH:17][C:16]([O:19][CH3:20])=[C:15]4[O:21][C@H:6]5[C:7]([CH2:8][CH2:9][C@:10]2([OH:22])[C@:5]5([C:14]=34)[CH2:4][CH2:3]1)=[O:23]. (2) The product is: [CH3:2][NH:3][CH2:11][C:10]1[CH:13]=[CH:14][C:15]2[O:16][CH2:17][CH2:6][O:7][C:8]=2[CH:9]=1. Given the reactants Cl.[CH3:2][NH2:3].[OH-].[Na+].[CH2:6]1[CH2:17][O:16][C:15]2[CH:14]=[CH:13][C:10]([CH:11]=O)=[CH:9][C:8]=2[O:7]1.[BH4-].[Na+], predict the reaction product. (3) Given the reactants [F:1][C:2]1[CH:7]=[CH:6][C:5]([CH:8]2[C:16]3[C:11](=[CH:12][CH:13]=[C:14]([CH3:17])[CH:15]=3)[N:10]([N:18]=O)[CH2:9]2)=[CH:4][CH:3]=1.[Cl-].[NH4+].[CH3:22][C:23]([CH3:25])=O, predict the reaction product. The product is: [F:1][C:2]1[CH:7]=[CH:6][C:5]([CH:8]2[C:16]3[C:11](=[CH:12][CH:13]=[C:14]([CH3:17])[CH:15]=3)[N:10]([N:18]=[C:23]([CH3:25])[CH3:22])[CH2:9]2)=[CH:4][CH:3]=1. (4) Given the reactants [CH:1]1([NH2:7])[CH2:6][CH2:5][CH2:4][CH2:3][CH2:2]1.[Al](C)(C)C.[Cl:12][C:13]1[CH:18]=[CH:17][C:16]([N:19]2[C:23]([CH2:24][N:25]3[CH2:29][CH2:28][CH2:27][CH2:26]3)=[C:22]([C:30](OCC)=[O:31])[N:21]=[C:20]2[C:35]2[CH:40]=[CH:39][C:38]([Cl:41])=[CH:37][C:36]=2[Cl:42])=[CH:15][CH:14]=1.C([O-])(O)=O.[Na+], predict the reaction product. The product is: [CH:1]1([NH:7][C:30]([C:22]2[N:21]=[C:20]([C:35]3[CH:40]=[CH:39][C:38]([Cl:41])=[CH:37][C:36]=3[Cl:42])[N:19]([C:16]3[CH:15]=[CH:14][C:13]([Cl:12])=[CH:18][CH:17]=3)[C:23]=2[CH2:24][N:25]2[CH2:29][CH2:28][CH2:27][CH2:26]2)=[O:31])[CH2:6][CH2:5][CH2:4][CH2:3][CH2:2]1.